From a dataset of NCI-60 drug combinations with 297,098 pairs across 59 cell lines. Regression. Given two drug SMILES strings and cell line genomic features, predict the synergy score measuring deviation from expected non-interaction effect. (1) Drug 1: C1=CC(=CC=C1CCCC(=O)O)N(CCCl)CCCl. Drug 2: CCCCC(=O)OCC(=O)C1(CC(C2=C(C1)C(=C3C(=C2O)C(=O)C4=C(C3=O)C=CC=C4OC)O)OC5CC(C(C(O5)C)O)NC(=O)C(F)(F)F)O. Cell line: HOP-62. Synergy scores: CSS=30.7, Synergy_ZIP=-0.973, Synergy_Bliss=-6.42, Synergy_Loewe=-6.22, Synergy_HSA=-6.22. (2) Drug 1: CS(=O)(=O)C1=CC(=C(C=C1)C(=O)NC2=CC(=C(C=C2)Cl)C3=CC=CC=N3)Cl. Drug 2: C1=CC(=CC=C1CCCC(=O)O)N(CCCl)CCCl. Cell line: SK-MEL-2. Synergy scores: CSS=-2.64, Synergy_ZIP=-0.597, Synergy_Bliss=4.36, Synergy_Loewe=-4.41, Synergy_HSA=-0.296. (3) Drug 1: CCC1=CC2CC(C3=C(CN(C2)C1)C4=CC=CC=C4N3)(C5=C(C=C6C(=C5)C78CCN9C7C(C=CC9)(C(C(C8N6C)(C(=O)OC)O)OC(=O)C)CC)OC)C(=O)OC.C(C(C(=O)O)O)(C(=O)O)O. Drug 2: C1CN(P(=O)(OC1)NCCCl)CCCl. Cell line: MDA-MB-435. Synergy scores: CSS=62.5, Synergy_ZIP=6.59, Synergy_Bliss=6.34, Synergy_Loewe=-32.4, Synergy_HSA=6.25. (4) Drug 1: CNC(=O)C1=CC=CC=C1SC2=CC3=C(C=C2)C(=NN3)C=CC4=CC=CC=N4. Drug 2: C1C(C(OC1N2C=NC3=C2NC=NCC3O)CO)O. Cell line: HOP-62. Synergy scores: CSS=5.33, Synergy_ZIP=1.78, Synergy_Bliss=5.66, Synergy_Loewe=3.59, Synergy_HSA=3.03. (5) Drug 1: C1C(C(OC1N2C=NC3=C(N=C(N=C32)Cl)N)CO)O. Drug 2: C1=NC2=C(N=C(N=C2N1C3C(C(C(O3)CO)O)F)Cl)N. Cell line: UACC62. Synergy scores: CSS=2.02, Synergy_ZIP=-0.0650, Synergy_Bliss=-0.262, Synergy_Loewe=0.238, Synergy_HSA=-0.625. (6) Drug 1: CC1C(C(CC(O1)OC2CC(CC3=C2C(=C4C(=C3O)C(=O)C5=C(C4=O)C(=CC=C5)OC)O)(C(=O)CO)O)N)O. Drug 2: C1CC(C1)(C2=CC=C(C=C2)C3=C(C=C4C(=N3)C=CN5C4=NNC5=O)C6=CC=CC=C6)N. Cell line: SW-620. Synergy scores: CSS=64.9, Synergy_ZIP=2.42, Synergy_Bliss=2.52, Synergy_Loewe=-11.4, Synergy_HSA=5.53.